Dataset: Catalyst prediction with 721,799 reactions and 888 catalyst types from USPTO. Task: Predict which catalyst facilitates the given reaction. The catalyst class is: 461. Product: [N:19]1[CH:18]=[CH:23][CH:22]=[C:21]([C:9]2[CH:10]=[CH:11][C:12]([NH2:15])=[N:13][CH:14]=2)[N:20]=1. Reactant: CC1(C)C(C)(C)OB([C:9]2[CH:10]=[CH:11][C:12]([NH2:15])=[N:13][CH:14]=2)O1.Cl[C:18]1[N:19]=[N:20][CH:21]=[CH:22][CH:23]=1.C1(C)C=CC=CC=1.C([O-])([O-])=O.[Na+].[Na+].